From a dataset of Full USPTO retrosynthesis dataset with 1.9M reactions from patents (1976-2016). Predict the reactants needed to synthesize the given product. Given the product [Cl:9][C:4]1[CH:3]=[C:2]([C:22]2([OH:24])[CH2:21][N:20]([C:13]([O:15][C:16]([CH3:18])([CH3:17])[CH3:19])=[O:14])[CH2:23]2)[CH:7]=[C:6]([F:8])[CH:5]=1, predict the reactants needed to synthesize it. The reactants are: Br[C:2]1[CH:7]=[C:6]([F:8])[CH:5]=[C:4]([Cl:9])[CH:3]=1.[Mg].II.[C:13]([N:20]1[CH2:23][C:22](=[O:24])[CH2:21]1)([O:15][C:16]([CH3:19])([CH3:18])[CH3:17])=[O:14].[Cl-].[NH4+].